From a dataset of Full USPTO retrosynthesis dataset with 1.9M reactions from patents (1976-2016). Predict the reactants needed to synthesize the given product. (1) Given the product [OH:1][CH2:2][CH2:3][NH:4][C:5](=[O:31])[C:6]1[CH:7]=[CH:8][C:9]([CH:12]([C:24]2[CH:29]=[CH:28][CH:27]=[CH:26][C:25]=2[CH3:30])[CH2:13]/[C:14](=[N:33]\[OH:34])/[C:16]2[CH:21]=[CH:20][C:19](=[O:22])[N:18]([CH3:23])[CH:17]=2)=[CH:10][CH:11]=1, predict the reactants needed to synthesize it. The reactants are: [OH:1][CH2:2][CH2:3][NH:4][C:5](=[O:31])[C:6]1[CH:11]=[CH:10][C:9]([CH:12]([C:24]2[CH:29]=[CH:28][CH:27]=[CH:26][C:25]=2[CH3:30])[CH2:13][C:14]([C:16]2[CH:21]=[CH:20][C:19](=[O:22])[N:18]([CH3:23])[CH:17]=2)=O)=[CH:8][CH:7]=1.Cl.[NH2:33][OH:34].C([O-])(O)=O.[Na+]. (2) Given the product [P:1]([OH:50])([O:29][CH2:30][CH2:31][CH2:32][O:33][CH2:34][CH2:35][CH2:36][CH2:37][CH2:38][CH2:39][CH2:40][CH2:41][CH2:42][CH2:43][CH2:44][CH2:45][CH2:46][CH2:47][CH2:48][CH3:49])([O:3][CH2:4][CH:5]1[CH:9]([OH:10])[C@@H:8]([OH:11])[C@H:7]([N:12]2[C:16]3[N:17]=[CH:18][N:19]=[C:20]([NH:21][CH2:22][CH2:23][CH:24]([CH3:26])[CH3:25])[C:15]=3[C:14]([C:27](=[N:59][OH:60])[NH2:28])=[CH:13]2)[O:6]1)=[O:2], predict the reactants needed to synthesize it. The reactants are: [P:1]([OH:50])([O:29][CH2:30][CH2:31][CH2:32][O:33][CH2:34][CH2:35][CH2:36][CH2:37][CH2:38][CH2:39][CH2:40][CH2:41][CH2:42][CH2:43][CH2:44][CH2:45][CH2:46][CH2:47][CH2:48][CH3:49])([O:3][CH2:4][CH:5]1[CH:9]([OH:10])[C@@H:8]([OH:11])[C@H:7]([N:12]2[C:16]3[N:17]=[CH:18][N:19]=[C:20]([NH:21][CH2:22][CH2:23][CH:24]([CH3:26])[CH3:25])[C:15]=3[C:14]([C:27]#[N:28])=[CH:13]2)[O:6]1)=[O:2].C(N(CC)CC)C.Cl.[NH2:59][OH:60]. (3) Given the product [NH2:23][C@@H:24]([CH2:28][CH2:29][CH2:30][C:31]1[CH:32]=[CH:33][CH:34]=[CH:35][CH:36]=1)[C:25]([NH:11][C:10]1[CH:12]=[CH:13][C:7]([O:6][C:5]2[CH:14]=[CH:15][C:2]([F:1])=[CH:3][CH:4]=2)=[CH:8][CH:9]=1)=[O:26], predict the reactants needed to synthesize it. The reactants are: [F:1][C:2]1[CH:15]=[CH:14][C:5]([O:6][C:7]2[CH:13]=[CH:12][C:10]([NH2:11])=[CH:9][CH:8]=2)=[CH:4][CH:3]=1.C(OC([NH:23][C@@H:24]([CH2:28][CH2:29][CH2:30][C:31]1[CH:36]=[CH:35][CH:34]=[CH:33][CH:32]=1)[C:25](O)=[O:26])=O)(C)(C)C. (4) Given the product [F:31][CH:3]([F:2])[C:4]1[CH:9]=[CH:8][N:7]=[C:6]([NH:10][C:11]2[CH:12]=[C:13]([C:18]3[CH:19]=[N:20][N:21]([CH2:23][CH:24]([OH:25])[CH2:28][OH:27])[CH:22]=3)[CH:14]=[C:15]([CH3:17])[CH:16]=2)[N:5]=1, predict the reactants needed to synthesize it. The reactants are: Cl.[F:2][CH:3]([F:31])[C:4]1[CH:9]=[CH:8][N:7]=[C:6]([NH:10][C:11]2[CH:16]=[C:15]([CH3:17])[CH:14]=[C:13]([C:18]3[CH:19]=[N:20][N:21]([CH2:23][CH:24]4[CH2:28][O:27]C(C)(C)[O:25]4)[CH:22]=3)[CH:12]=2)[N:5]=1.O.[OH-].[Na+]. (5) Given the product [CH:1]1([O:6][C:7](=[O:8])[NH:9][C@H:10]2[CH2:11][CH2:12][C@@H:13]([CH3:26])[NH:14][CH2:15]2)[CH2:2][CH2:3][CH2:4][CH2:5]1, predict the reactants needed to synthesize it. The reactants are: [CH:1]1([O:6][C:7]([NH:9][C@H:10]2[CH2:15][N:14](C(OCC3C=CC=CC=3)=O)[C@@H:13]([CH3:26])[CH2:12][CH2:11]2)=[O:8])[CH2:5][CH2:4][CH2:3][CH2:2]1. (6) Given the product [CH2:1]([O:3][C:4]([N:6]1[C:15]2[C:10](=[N:11][C:12]([O:16][CH3:17])=[CH:13][CH:14]=2)[C@@H:9]([NH:18][C:19]2[N:24]=[C:23]([CH2:25][C:26]3[CH:31]=[C:30]([C:32]([F:35])([F:34])[F:33])[CH:29]=[C:28]([C:36]([F:38])([F:39])[F:37])[CH:27]=3)[C:22]([O:40][CH2:51][CH2:52][C:53]([OH:49])=[O:46])=[CH:21][N:20]=2)[CH2:8][C@H:7]1[CH2:41][CH3:42])=[O:5])[CH3:2], predict the reactants needed to synthesize it. The reactants are: [CH2:1]([O:3][C:4]([N:6]1[C:15]2[C:10](=[N:11][C:12]([O:16][CH3:17])=[CH:13][CH:14]=2)[C@@H:9]([NH:18][C:19]2[N:24]=[C:23]([CH2:25][C:26]3[CH:31]=[C:30]([C:32]([F:35])([F:34])[F:33])[CH:29]=[C:28]([C:36]([F:39])([F:38])[F:37])[CH:27]=3)[C:22]([OH:40])=[CH:21][N:20]=2)[CH2:8][C@H:7]1[CH2:41][CH3:42])=[O:5])[CH3:2].CC(C)([O-:46])C.[K+].[O:49]1[CH2:53][CH2:52][CH2:51]C1.